From a dataset of Reaction yield outcomes from USPTO patents with 853,638 reactions. Predict the reaction yield, written as a fraction of the theoretical maximum amount of product (1.0 means a 100% yield; for example, 0.34 means a 34% yield). (1) The reactants are [Cl:1][C:2]1[S:9][C:8]2[CH:7]=[C:6]([C:10]([O:12]C)=[O:11])[NH:5][C:4]=2[C:3]=1[Cl:14].[OH-].[Li+]. The catalyst is CO. The product is [C:10]([C:6]1[NH:5][C:4]2[C:3]([Cl:14])=[C:2]([Cl:1])[S:9][C:8]=2[CH:7]=1)([OH:12])=[O:11]. The yield is 1.00. (2) The reactants are [Cl:1][C:2]1[CH:7]=[CH:6][N:5]=[C:4]2[N:8]([Si:11]([CH:18]([CH3:20])[CH3:19])([CH:15]([CH3:17])[CH3:16])[CH:12]([CH3:14])[CH3:13])[CH:9]=[CH:10][C:3]=12.[Li]C(CC)C.Cl[C:27]([O:29][CH3:30])=[O:28].C(Cl)Cl. The catalyst is C1COCC1. The product is [Cl:1][C:2]1[C:7]([C:27]([O:29][CH3:30])=[O:28])=[CH:6][N:5]=[C:4]2[N:8]([Si:11]([CH:15]([CH3:17])[CH3:16])([CH:18]([CH3:20])[CH3:19])[CH:12]([CH3:13])[CH3:14])[CH:9]=[CH:10][C:3]=12. The yield is 0.910. (3) The reactants are [Br:1][C:2]1[C:3]([CH3:11])=[CH:4][C:5]([C:8]([OH:10])=[O:9])=[N:6][CH:7]=1.OS(O)(=O)=O.[C:17]([O-])(O)=O.[Na+]. The catalyst is CO. The product is [CH3:17][O:9][C:8]([C:5]1[CH:4]=[C:3]([CH3:11])[C:2]([Br:1])=[CH:7][N:6]=1)=[O:10]. The yield is 0.490.